Dataset: Full USPTO retrosynthesis dataset with 1.9M reactions from patents (1976-2016). Task: Predict the reactants needed to synthesize the given product. (1) Given the product [C:1]([N:4]1[C:13]2[C:12]3=[N:14][C:15]([CH3:18])=[C:16]([CH3:17])[N:11]3[CH:10]=[CH:9][C:8]=2[C@@H:7]2[O:26][C@@H:6]2[C@H:5]1[C:19]1[CH:24]=[CH:23][CH:22]=[CH:21][CH:20]=1)(=[O:3])[CH3:2], predict the reactants needed to synthesize it. The reactants are: [C:1]([N:4]1[C:13]2[C:12]3=[N:14][C:15]([CH3:18])=[C:16]([CH3:17])[N:11]3[CH:10]=[CH:9][C:8]=2[CH:7]=[CH:6][CH:5]1[C:19]1[CH:24]=[CH:23][CH:22]=[CH:21][CH:20]=1)(=[O:3])[CH3:2].C(=O)([O-])[O-:26].[K+].[K+].OO.C(=O)([O-])O.[Na+]. (2) Given the product [NH2:47][C:44]1[CH:45]=[CH:46][C:41]2[N:40]=[CH:39][N:38]([CH:31]([C:32]3[CH:33]=[CH:34][CH:35]=[CH:36][CH:37]=3)[CH2:30][C:29]([O:28][CH2:26][CH3:27])=[O:50])[C:42]=2[CH:43]=1.[NH2:22][C:20]1[CH:19]=[CH:18][C:17]2[N:13]([CH:6]([C:7]3[CH:8]=[CH:9][CH:10]=[CH:11][CH:12]=3)[CH2:5][C:4]([O:3][CH2:1][CH3:2])=[O:25])[CH:14]=[N:15][C:16]=2[CH:21]=1, predict the reactants needed to synthesize it. The reactants are: [CH2:1]([O:3][C:4](=[O:25])[CH:5]=[C:6]([N:13]1[C:17]2[CH:18]=[CH:19][C:20]([N+:22]([O-])=O)=[CH:21][C:16]=2[N:15]=[CH:14]1)[C:7]1[CH:12]=[CH:11][CH:10]=[CH:9][CH:8]=1)[CH3:2].[CH2:26]([O:28][C:29](=[O:50])[CH:30]=[C:31]([N:38]1[C:42]2[CH:43]=[C:44]([N+:47]([O-])=O)[CH:45]=[CH:46][C:41]=2[N:40]=[CH:39]1)[C:32]1[CH:37]=[CH:36][CH:35]=[CH:34][CH:33]=1)[CH3:27].C([O-])=O.[NH4+]. (3) Given the product [ClH:20].[C:1]12([NH2:12])[CH2:11][CH:6]3[CH2:7][CH:8]([CH2:10][CH:3]([O:4][CH2:5]3)[CH2:2]1)[CH2:9]2.[ClH:20], predict the reactants needed to synthesize it. The reactants are: [C:1]12([NH:12]C(=O)OC(C)(C)C)[CH2:11][CH:6]3[CH2:7][CH:8]([CH2:10][CH:3]([O:4][CH2:5]3)[CH2:2]1)[CH2:9]2.[ClH:20]. (4) Given the product [CH3:1][O:2][C:3]1[CH:16]=[C:15]([O:17][CH3:18])[CH:14]=[CH:13][C:4]=1[CH2:5][N:6]([CH2:7][CH2:8][CH2:9][N:10]([CH3:11])[CH3:12])[C:25]([C:24]1[CH:28]=[CH:29][CH:30]=[CH:31][C:23]=1[S:20]([NH:32][C:33]1[C:42]([C:43]([O:45][C:46]([CH3:48])([CH3:47])[CH3:49])=[O:44])=[C:41]2[C:36]([CH:37]3[CH2:50][CH:38]3[CH2:39][O:40]2)=[CH:35][CH:34]=1)(=[O:22])=[O:21])=[O:26], predict the reactants needed to synthesize it. The reactants are: [CH3:1][O:2][C:3]1[CH:16]=[C:15]([O:17][CH3:18])[CH:14]=[CH:13][C:4]=1[CH2:5][NH:6][CH2:7][CH2:8][CH2:9][N:10]([CH3:12])[CH3:11].Cl[S:20]([C:23]1[CH:31]=[CH:30][CH:29]=[CH:28][C:24]=1[C:25](Cl)=[O:26])(=[O:22])=[O:21].[NH2:32][C:33]1[C:42]([C:43]([O:45][C:46]([CH3:49])([CH3:48])[CH3:47])=[O:44])=[C:41]2[C:36]([CH:37]3[CH2:50][CH:38]3[CH2:39][O:40]2)=[CH:35][CH:34]=1. (5) Given the product [Cl:33][C:34]1[C:39]([O:40][CH2:41][O:42][CH3:43])=[CH:38][CH:37]=[CH:36][N:35]=1.[CH3:24][O:26][CH2:11][O:12][C:13]1[C:14]([CH2:19][CH2:20][CH3:21])=[N:15][CH:16]=[CH:17][CH:18]=1, predict the reactants needed to synthesize it. The reactants are: ClC1C=C(NC2[C:18]3[C:13](=[C:14]([CH2:19][CH2:20][CH3:21])[N:15]=[CH:16][CH:17]=3)[O:12][C:11]=2N)C=CC=1F.C[C:24](C)([O-:26])C.[K+].COCCl.[Cl:33][C:34]1[C:39]([O:40][CH2:41][O:42][CH3:43])=[CH:38][CH:37]=[CH:36][N:35]=1.C([Mg]Cl)CC. (6) Given the product [N:6]1[NH:2][N:3]=[C:4]2[CH:10]=[C:9]([NH:11][N:12]=[C:13]3[C:14]([NH2:19])=[N:15][N:16]=[C:17]3[NH2:18])[CH:8]=[CH:7][C:5]=12, predict the reactants needed to synthesize it. The reactants are: C[N:2]1[N:6]=[C:5]2[CH:7]=[CH:8][C:9]([NH:11][N:12]=[C:13]3[C:17]([NH2:18])=[N:16][N:15]=[C:14]3[NH2:19])=[CH:10][C:4]2=[N:3]1.CN1N=C2C=CC(N)=CC2=N1.CN1N=C2C=CC([N+]([O-])=O)=CC2=N1.C(#N)CC#N.O.NN. (7) Given the product [NH2:14][C:15]1[N:24]=[CH:23][C:22]2[C:17](=[CH:18][CH:19]=[C:20]([C:25]3[CH:26]=[CH:27][C:28]([F:34])=[C:29]([CH:33]=3)[C:30]([NH:13][C:10]3[CH:11]=[CH:12][C:7]([CH:1]4[CH2:6][CH2:5][CH2:4][CH2:3][CH2:2]4)=[CH:8][CH:9]=3)=[O:32])[CH:21]=2)[N:16]=1, predict the reactants needed to synthesize it. The reactants are: [CH:1]1([C:7]2[CH:12]=[CH:11][C:10]([NH2:13])=[CH:9][CH:8]=2)[CH2:6][CH2:5][CH2:4][CH2:3][CH2:2]1.[NH2:14][C:15]1[N:24]=[CH:23][C:22]2[C:17](=[CH:18][CH:19]=[C:20]([C:25]3[CH:26]=[CH:27][C:28]([F:34])=[C:29]([CH:33]=3)[C:30]([OH:32])=O)[CH:21]=2)[N:16]=1.CN(C(ON1N=NC2C=CC=CC1=2)=[N+](C)C)C.[B-](F)(F)(F)F.CCN(C(C)C)C(C)C.